This data is from Forward reaction prediction with 1.9M reactions from USPTO patents (1976-2016). The task is: Predict the product of the given reaction. (1) The product is: [Si:22]([O:21][CH2:20][C@@H:10]1[C@@H:11]([C:13]2[CH:18]=[CH:17][CH:16]=[CH:15][C:14]=2[CH3:19])[CH2:12][N:8]([C:34](=[O:36])[CH2:33][CH2:32][CH2:31][CH2:30][C:29]([O:38][CH2:39][CH3:40])=[O:37])[CH2:9]1)([C:25]([CH3:28])([CH3:27])[CH3:26])([CH3:23])[CH3:24]. Given the reactants C([N:8]1[CH2:12][C@H:11]([C:13]2[CH:18]=[CH:17][CH:16]=[CH:15][C:14]=2[CH3:19])[C@@H:10]([CH2:20][O:21][Si:22]([C:25]([CH3:28])([CH3:27])[CH3:26])([CH3:24])[CH3:23])[CH2:9]1)C1C=CC=CC=1.[C:29]([O:38][CH2:39][CH3:40])(=[O:37])[CH2:30][CH2:31][CH2:32][CH2:33][C:34]([O-:36])=O, predict the reaction product. (2) Given the reactants C(O)(C(F)(F)F)=O.[F:8][C:9]1[C:14]([O:15][CH3:16])=[CH:13][C:12]([O:17][CH3:18])=[C:11]([F:19])[C:10]=1[C:20]1[N:25]=[C:24]2[NH:26][N:27]=[C:28](I)[C:23]2=[CH:22][N:21]=1.CC1(C)C(C)(C)OB([C:38]2[CH:39]=[C:40]3[C:45](=[CH:46][CH:47]=2)[C:44](=[O:48])[NH:43][CH2:42][CH2:41]3)O1, predict the reaction product. The product is: [F:8][C:9]1[C:14]([O:15][CH3:16])=[CH:13][C:12]([O:17][CH3:18])=[C:11]([F:19])[C:10]=1[C:20]1[N:25]=[C:24]2[NH:26][N:27]=[C:28]([C:38]3[CH:39]=[C:40]4[C:45](=[CH:46][CH:47]=3)[C:44](=[O:48])[NH:43][CH2:42][CH2:41]4)[C:23]2=[CH:22][N:21]=1. (3) Given the reactants [Cl:1][C:2]1[N:7]=[C:6](Cl)[C:5]([C:9]([OH:11])=[O:10])=[CH:4][N:3]=1.CC([O-])(C)C.[K+].[CH2:18]1[C:20]2([CH2:25][CH2:24][CH:23]([CH2:26][OH:27])[CH2:22][CH2:21]2)[CH2:19]1, predict the reaction product. The product is: [Cl:1][C:2]1[N:7]=[C:6]([O:27][CH2:26][CH:23]2[CH2:24][CH2:25][C:20]3([CH2:18][CH2:19]3)[CH2:21][CH2:22]2)[C:5]([C:9]([OH:11])=[O:10])=[CH:4][N:3]=1. (4) Given the reactants C[O:2][CH:3](OC)[CH2:4][C:5]1[N:10]=[C:9]2[CH2:11][O:12][C:13](=[C:14]3[C:22]4[C:17](=[CH:18][CH:19]=[C:20]([F:23])[CH:21]=4)[NH:16][C:15]3=[O:24])[C:8]2=[CH:7][CH:6]=1.S(=O)(=O)(O)O, predict the reaction product. The product is: [F:23][C:20]1[CH:21]=[C:22]2[C:17](=[CH:18][CH:19]=1)[NH:16][C:15](=[O:24])[C:14]2=[C:13]1[C:8]2[C:9](=[N:10][C:5]([CH2:4][CH:3]=[O:2])=[CH:6][CH:7]=2)[CH2:11][O:12]1.